From a dataset of NCI-60 drug combinations with 297,098 pairs across 59 cell lines. Regression. Given two drug SMILES strings and cell line genomic features, predict the synergy score measuring deviation from expected non-interaction effect. (1) Drug 2: C1=CC(=CC=C1C#N)C(C2=CC=C(C=C2)C#N)N3C=NC=N3. Synergy scores: CSS=-3.00, Synergy_ZIP=-0.378, Synergy_Bliss=-1.43, Synergy_Loewe=-4.99, Synergy_HSA=-3.08. Drug 1: CN(C)C1=NC(=NC(=N1)N(C)C)N(C)C. Cell line: SNB-75. (2) Drug 1: C1=NNC2=C1C(=O)NC=N2. Drug 2: CC1CCCC2(C(O2)CC(NC(=O)CC(C(C(=O)C(C1O)C)(C)C)O)C(=CC3=CSC(=N3)C)C)C. Cell line: 786-0. Synergy scores: CSS=38.4, Synergy_ZIP=1.99, Synergy_Bliss=1.99, Synergy_Loewe=-22.1, Synergy_HSA=-0.369. (3) Drug 1: CC12CCC3C(C1CCC2O)C(CC4=C3C=CC(=C4)O)CCCCCCCCCS(=O)CCCC(C(F)(F)F)(F)F. Drug 2: CNC(=O)C1=NC=CC(=C1)OC2=CC=C(C=C2)NC(=O)NC3=CC(=C(C=C3)Cl)C(F)(F)F. Cell line: SN12C. Synergy scores: CSS=-3.79, Synergy_ZIP=4.06, Synergy_Bliss=0.334, Synergy_Loewe=-5.95, Synergy_HSA=-8.34. (4) Drug 1: CN(C(=O)NC(C=O)C(C(C(CO)O)O)O)N=O. Drug 2: N.N.Cl[Pt+2]Cl. Cell line: SW-620. Synergy scores: CSS=32.6, Synergy_ZIP=-10.2, Synergy_Bliss=-0.806, Synergy_Loewe=2.84, Synergy_HSA=3.19. (5) Drug 1: C1=CC(=CC=C1CCC2=CNC3=C2C(=O)NC(=N3)N)C(=O)NC(CCC(=O)O)C(=O)O. Drug 2: CCC1(CC2CC(C3=C(CCN(C2)C1)C4=CC=CC=C4N3)(C5=C(C=C6C(=C5)C78CCN9C7C(C=CC9)(C(C(C8N6C)(C(=O)OC)O)OC(=O)C)CC)OC)C(=O)OC)O.OS(=O)(=O)O. Cell line: SF-268. Synergy scores: CSS=38.2, Synergy_ZIP=-10.3, Synergy_Bliss=-6.32, Synergy_Loewe=-3.23, Synergy_HSA=-2.98. (6) Drug 1: C1=CC(=CC=C1CCC2=CNC3=C2C(=O)NC(=N3)N)C(=O)NC(CCC(=O)O)C(=O)O. Drug 2: CC1=CC=C(C=C1)C2=CC(=NN2C3=CC=C(C=C3)S(=O)(=O)N)C(F)(F)F. Cell line: M14. Synergy scores: CSS=24.2, Synergy_ZIP=0.633, Synergy_Bliss=-0.629, Synergy_Loewe=-17.4, Synergy_HSA=-1.21. (7) Drug 1: COC1=C(C=C2C(=C1)N=CN=C2NC3=CC(=C(C=C3)F)Cl)OCCCN4CCOCC4. Drug 2: C1=CC(=CC=C1CC(C(=O)O)N)N(CCCl)CCCl.Cl. Cell line: HCC-2998. Synergy scores: CSS=14.1, Synergy_ZIP=-1.74, Synergy_Bliss=1.57, Synergy_Loewe=-0.574, Synergy_HSA=-0.119. (8) Drug 1: C1=CC=C(C=C1)NC(=O)CCCCCCC(=O)NO. Drug 2: CC1=C(C(=CC=C1)Cl)NC(=O)C2=CN=C(S2)NC3=CC(=NC(=N3)C)N4CCN(CC4)CCO. Cell line: OVCAR-4. Synergy scores: CSS=9.61, Synergy_ZIP=-4.20, Synergy_Bliss=-6.06, Synergy_Loewe=-4.75, Synergy_HSA=-4.76. (9) Drug 1: CNC(=O)C1=CC=CC=C1SC2=CC3=C(C=C2)C(=NN3)C=CC4=CC=CC=N4. Drug 2: CC1CCCC2(C(O2)CC(NC(=O)CC(C(C(=O)C(C1O)C)(C)C)O)C(=CC3=CSC(=N3)C)C)C. Cell line: EKVX. Synergy scores: CSS=10.7, Synergy_ZIP=-1.53, Synergy_Bliss=3.84, Synergy_Loewe=3.54, Synergy_HSA=3.04. (10) Drug 1: COC1=C(C=C2C(=C1)N=CN=C2NC3=CC(=C(C=C3)F)Cl)OCCCN4CCOCC4. Drug 2: CC1=C(C(=CC=C1)Cl)NC(=O)C2=CN=C(S2)NC3=CC(=NC(=N3)C)N4CCN(CC4)CCO. Cell line: NCI-H322M. Synergy scores: CSS=55.4, Synergy_ZIP=1.25, Synergy_Bliss=3.28, Synergy_Loewe=5.73, Synergy_HSA=6.38.